Dataset: Catalyst prediction with 721,799 reactions and 888 catalyst types from USPTO. Task: Predict which catalyst facilitates the given reaction. (1) Reactant: [C:1]([CH:5]1[N:14]2[C:9](=[CH:10][C:11](=[O:20])[C:12]([C:15]([O:17][CH2:18][CH3:19])=[O:16])=[CH:13]2)[C:8]2[CH:21]=[C:22]([O:39][CH3:40])[C:23]([O:25][CH2:26][CH2:27][N:28]3C(=O)C4C(=CC=CC=4)C3=O)=[CH:24][C:7]=2[CH2:6]1)([CH3:4])([CH3:3])[CH3:2]. Product: [NH2:28][CH2:27][CH2:26][O:25][C:23]1[C:22]([O:39][CH3:40])=[CH:21][C:8]2[C:9]3[N:14]([CH:5]([C:1]([CH3:3])([CH3:4])[CH3:2])[CH2:6][C:7]=2[CH:24]=1)[CH:13]=[C:12]([C:15]([O:17][CH2:18][CH3:19])=[O:16])[C:11](=[O:20])[CH:10]=3. The catalyst class is: 14. (2) Reactant: [C:1]([O:5][C:6](=[O:34])[NH:7][C@H:8]1[CH2:12][CH2:11][C@H:10]([N:13]2[C:24]3[C:16](=[CH:17][N:18]=[C:19]4[C:23]=3[CH:22]=[CH:21][N:20]4S(C3C=CC=CC=3)(=O)=O)[N:15]=[N:14]2)[CH2:9]1)([CH3:4])([CH3:3])[CH3:2].[OH-].[Na+].CO.C1COCC1. Product: [C:1]([O:5][C:6](=[O:34])[NH:7][C@H:8]1[CH2:12][CH2:11][C@H:10]([N:13]2[C:24]3[C:16](=[CH:17][N:18]=[C:19]4[C:23]=3[CH:22]=[CH:21][NH:20]4)[N:15]=[N:14]2)[CH2:9]1)([CH3:4])([CH3:2])[CH3:3]. The catalyst class is: 2.